This data is from Retrosynthesis with 50K atom-mapped reactions and 10 reaction types from USPTO. The task is: Predict the reactants needed to synthesize the given product. (1) Given the product C[C@@](C#N)(NC(=O)Cn1nc(-c2ccc(Cl)cc2)n(C[C@H](O)C(F)(F)F)c1=O)c1cccc(C(F)(F)F)c1, predict the reactants needed to synthesize it. The reactants are: C[C@](NC(=O)Cn1nc(-c2ccc(Cl)cc2)n(C[C@H](O)C(F)(F)F)c1=O)(C(N)=O)c1cccc(C(F)(F)F)c1. (2) The reactants are: CN(C)C(C)(C)c1ccc(B2OC(C)(C)C(C)(C)O2)cc1.Nc1ncc(Br)cc1-c1ccc2c(c1)CCNC2=O. Given the product CN(C)C(C)(C)c1ccc(-c2cnc(N)c(-c3ccc4c(c3)CCNC4=O)c2)cc1, predict the reactants needed to synthesize it. (3) Given the product Cc1c(Nc2nccc(-c3c(-c4cccc(C(=O)Nc5c(F)cccc5F)c4)nc4ccccn34)n2)cccc1OCCN(C)C, predict the reactants needed to synthesize it. The reactants are: COC(=O)c1cccc(-c2nc3ccccn3c2-c2ccnc(Nc3cccc(OCCN(C)C)c3C)n2)c1.Nc1c(F)cccc1F. (4) The reactants are: N#Cc1cc(Br)ccc1CBr.Oc1ccc(Cl)c(Cl)c1. Given the product N#Cc1cc(Br)ccc1COc1ccc(Cl)c(Cl)c1, predict the reactants needed to synthesize it. (5) Given the product Oc1ccc(S)cc1Cl, predict the reactants needed to synthesize it. The reactants are: COc1ccc(S)cc1Cl.